Dataset: Full USPTO retrosynthesis dataset with 1.9M reactions from patents (1976-2016). Task: Predict the reactants needed to synthesize the given product. (1) The reactants are: Cl[C:2]1[CH:3]=[CH:4][C:5]([N+:11]([O-])=O)=[C:6]([CH:10]=1)[C:7](O)=O.[OH-:14].[Na+].[OH2:16].[OH2:17].[OH2:18].O.O.O.O.O.O.[S-2:25].[Na+].[Na+].S(OC)(O[CH3:32])(=O)=O.Cl. Given the product [CH3:32][S:25][C:2]1[CH:3]=[CH:4][C:5]([N+:11]([O-:18])=[O:17])=[C:6]([CH:10]=1)[C:7]([OH:16])=[O:14], predict the reactants needed to synthesize it. (2) Given the product [Cl:1][C:2]1[CH:10]=[C:9]2[C:5]([C:6](=[CH:16][C:15]3[CH:18]=[CH:19][CH:20]=[C:13]([F:12])[CH:14]=3)[C:7](=[O:11])[NH:8]2)=[CH:4][CH:3]=1, predict the reactants needed to synthesize it. The reactants are: [Cl:1][C:2]1[CH:10]=[C:9]2[C:5]([CH2:6][C:7](=[O:11])[NH:8]2)=[CH:4][CH:3]=1.[F:12][C:13]1[CH:14]=[C:15]([CH:18]=[CH:19][CH:20]=1)[CH:16]=O.N1CCCCC1.